This data is from Full USPTO retrosynthesis dataset with 1.9M reactions from patents (1976-2016). The task is: Predict the reactants needed to synthesize the given product. (1) Given the product [Br:1][C:2]1[CH:3]=[CH:4][C:5]([C:8]2[C:9]([N+:10]([O-:12])=[O:11])=[C:25]([C:26]([O:28][CH2:29][CH3:30])=[O:27])[O:14][N:13]=2)=[CH:6][CH:7]=1, predict the reactants needed to synthesize it. The reactants are: [Br:1][C:2]1[CH:7]=[CH:6][C:5]([C:8](=[N:13][OH:14])[CH2:9][N+:10]([O-:12])=[O:11])=[CH:4][CH:3]=1.CCN(C(C)C)C(C)C.Cl[C:25](=O)[C:26]([O:28][CH2:29][CH3:30])=[O:27].O.C(=O)(O)[O-].[Na+]. (2) Given the product [CH2:1]([C:3]1([CH3:14])[CH:8]([CH3:9])[CH:7]([OH:10])[CH2:6][C:5]([CH2:12][CH3:13])([CH3:11])[NH:4]1)[CH3:2], predict the reactants needed to synthesize it. The reactants are: [CH2:1]([C:3]1([CH3:14])[CH:8]([CH3:9])[C:7](=[O:10])[CH2:6][C:5]([CH2:12][CH3:13])([CH3:11])[NH:4]1)[CH3:2].C(O)C. (3) Given the product [Cl:1][C:2]1[CH:22]=[C:21]([S:23]([CH3:26])(=[O:25])=[O:24])[CH:20]=[CH:19][C:3]=1[O:4][C:5]1[CH:6]=[C:7]([CH2:15][C:16]([NH:33][S:30]([CH2:27][CH2:28][CH3:29])(=[O:32])=[O:31])=[O:17])[CH:8]=[C:9]([C:11]([F:14])([F:12])[F:13])[CH:10]=1, predict the reactants needed to synthesize it. The reactants are: [Cl:1][C:2]1[CH:22]=[C:21]([S:23]([CH3:26])(=[O:25])=[O:24])[CH:20]=[CH:19][C:3]=1[O:4][C:5]1[CH:6]=[C:7]([CH2:15][C:16](O)=[O:17])[CH:8]=[C:9]([C:11]([F:14])([F:13])[F:12])[CH:10]=1.[CH2:27]([S:30]([NH2:33])(=[O:32])=[O:31])[CH2:28][CH3:29]. (4) Given the product [C:16]([CH2:15][NH:14][C:12](=[O:13])[C:11]1[CH:18]=[CH:19][C:8]([C:6]2[CH:5]=[CH:4][N:3]=[C:2]([NH:20][C:21]3[CH:22]=[CH:23][C:24]([N:27]4[CH2:32][CH2:31][O:30][CH2:29][C:28]4=[O:33])=[CH:25][CH:26]=3)[N:7]=2)=[CH:9][CH:10]=1)#[N:17], predict the reactants needed to synthesize it. The reactants are: Cl[C:2]1[N:7]=[C:6]([C:8]2[CH:19]=[CH:18][C:11]([C:12]([NH:14][CH2:15][C:16]#[N:17])=[O:13])=[CH:10][CH:9]=2)[CH:5]=[CH:4][N:3]=1.[NH2:20][C:21]1[CH:26]=[CH:25][C:24]([N:27]2[CH2:32][CH2:31][O:30][CH2:29][C:28]2=[O:33])=[CH:23][CH:22]=1. (5) Given the product [ClH:1].[O:7]=[C:8]1[CH:13]([N:14]2[C:22](=[O:23])[C:21]3[C:16](=[CH:17][CH:18]=[CH:19][C:20]=3[CH2:24][NH:25][C:26]([NH:28][C:29]3[CH:30]=[N:31][CH:32]=[CH:33][CH:34]=3)=[O:27])[C:15]2=[O:35])[CH2:12][CH2:11][C:10](=[O:36])[NH:9]1, predict the reactants needed to synthesize it. The reactants are: [ClH:1].CCOCC.[O:7]=[C:8]1[CH:13]([N:14]2[C:22](=[O:23])[C:21]3[C:16](=[CH:17][CH:18]=[CH:19][C:20]=3[CH2:24][NH:25][C:26]([NH:28][C:29]3[CH:30]=[N:31][CH:32]=[CH:33][CH:34]=3)=[O:27])[C:15]2=[O:35])[CH2:12][CH2:11][C:10](=[O:36])[NH:9]1. (6) Given the product [CH2:1]([C:3]1[N:4]([CH2:12][CH2:13][O:14][C:15]2[CH:22]=[CH:21][C:18]([CH:19]=[O:20])=[CH:17][CH:16]=2)[C:5](=[O:10])[CH:6]=[C:7]([CH3:9])[N:8]=1)[CH3:2], predict the reactants needed to synthesize it. The reactants are: [CH2:1]([C:3]1[NH:4][C:5](=[O:10])[CH:6]=[C:7]([CH3:9])[N:8]=1)[CH3:2].Br[CH2:12][CH2:13][O:14][C:15]1[CH:22]=[CH:21][C:18]([CH:19]=[O:20])=[CH:17][CH:16]=1.[Li+].[Br-].[H-].[Na+]. (7) Given the product [CH3:1][CH:2]1[CH2:6][N:5]([C:24](=[O:25])[CH2:23][CH2:22][C:15]2[C:16]3[C:21](=[CH:20][CH:19]=[CH:18][CH:17]=3)[NH:13][CH:14]=2)[C:4]2([CH2:11][CH2:10][N:9]([CH3:12])[CH2:8][CH2:7]2)[O:3]1, predict the reactants needed to synthesize it. The reactants are: [CH3:1][CH:2]1[CH2:6][NH:5][C:4]2([CH2:11][CH2:10][N:9]([CH3:12])[CH2:8][CH2:7]2)[O:3]1.[NH:13]1[C:21]2[C:16](=[CH:17][CH:18]=[CH:19][CH:20]=2)[C:15]([CH2:22][CH2:23][C:24](O)=[O:25])=[CH:14]1.C1(N=C=NC2CCCCC2)CCCCC1.CN(C1C=CC=CN=1)C. (8) Given the product [CH:18]1([CH2:9][O:8][C:7]2[C:2]([F:1])=[CH:3][C:4]([C:12]([O:14][CH3:15])=[O:13])=[N:5][CH:6]=2)[CH2:17][CH2:21]1, predict the reactants needed to synthesize it. The reactants are: [F:1][C:2]1[C:7]([O:8][CH2:9]OC)=[CH:6][N:5]=[C:4]([C:12]([O:14][CH3:15])=[O:13])[CH:3]=1.Cl.[CH2:17]1[CH2:21]OC[CH2:18]1. (9) Given the product [F:11][C:12]1[CH:22]=[CH:21][C:15]([O:16][CH2:17][C@@H:18]([NH:20][C:39]([C:38]2[N:43]([CH2:42][CH2:41][OH:40])[C:44](=[O:45])[C:35]([N:33]3[CH:34]=[C:30]([CH3:29])[N:31]=[CH:32]3)=[CH:36][CH:37]=2)=[O:46])[CH3:19])=[C:14]([CH:23]([CH3:28])[C:24]([F:25])([F:26])[F:27])[CH:13]=1, predict the reactants needed to synthesize it. The reactants are: [H-].C([Al+]CC(C)C)C(C)C.[F:11][C:12]1[CH:22]=[CH:21][C:15]([O:16][CH2:17][C@@H:18]([NH2:20])[CH3:19])=[C:14]([CH:23]([CH3:28])[C:24]([F:27])([F:26])[F:25])[CH:13]=1.[CH3:29][C:30]1[N:31]=[CH:32][N:33]([C:35]2[C:44](=[O:45])[N:43]3[C:38]([C:39](=[O:46])[O:40][CH2:41][CH2:42]3)=[CH:37][CH:36]=2)[CH:34]=1.